Dataset: Reaction yield outcomes from USPTO patents with 853,638 reactions. Task: Predict the reaction yield, written as a fraction of the theoretical maximum amount of product (1.0 means a 100% yield; for example, 0.34 means a 34% yield). (1) The reactants are [CH3:1][N:2]1[C:10]2[C:5](=[CH:6][CH:7]=[C:8]([N:11]3[CH:16]=[CH:15][C:14]([CH2:17][CH2:18][C:19]4[CH:24]=[CH:23][CH:22]=[CH:21][CH:20]=4)=[CH:13][C:12]3=[O:25])[CH:9]=2)[C:4]2[CH2:26][CH2:27][N:28](C(OC(C)(C)C)=O)[CH2:29][C:3]1=2.C1(N)C(F)=C(F)C(F)=C(N)C=1F.[ClH:49].Cl. No catalyst specified. The product is [ClH:49].[ClH:49].[CH3:1][N:2]1[C:10]2[C:5](=[CH:6][CH:7]=[C:8]([N:11]3[CH:16]=[CH:15][C:14]([CH2:17][CH2:18][C:19]4[CH:24]=[CH:23][CH:22]=[CH:21][CH:20]=4)=[CH:13][C:12]3=[O:25])[CH:9]=2)[C:4]2[CH2:26][CH2:27][NH:28][CH2:29][C:3]1=2. The yield is 0.510. (2) The reactants are C(OC(=O)C)(=O)C.[CH:8]([OH:10])=O.[Br:11][C:12]1[CH:13]=[C:14]([N+:21]([O-:23])=[O:22])[C:15]([NH2:20])=[N:16][C:17]=1[O:18][CH3:19]. No catalyst specified. The product is [Br:11][C:12]1[CH:13]=[C:14]([N+:21]([O-:23])=[O:22])[C:15]([NH:20][CH:8]=[O:10])=[N:16][C:17]=1[O:18][CH3:19]. The yield is 0.940. (3) The reactants are C(N(C(C)C)CC)(C)C.[Cl:10][C:11]1[CH:12]=[C:13]([Cl:32])[C:14]2[N:15]([C:17]([CH2:28][C:29](O)=[O:30])=[C:18]([C:20]3[CH:25]=[CH:24][C:23]([O:26][CH3:27])=[CH:22][CH:21]=3)[N:19]=2)[CH:16]=1.[CH3:33][NH:34][C:35]1[CH:40]=[CH:39][CH:38]=[CH:37][CH:36]=1.C1C=CC2N(O)N=NC=2C=1.CCN=C=NCCCN(C)C.C(O)(=O)C. The catalyst is CN(C=O)C.O. The product is [Cl:10][C:11]1[CH:12]=[C:13]([Cl:32])[C:14]2[N:15]([C:17]([CH2:28][C:29]([N:34]([CH3:33])[C:35]3[CH:40]=[CH:39][CH:38]=[CH:37][CH:36]=3)=[O:30])=[C:18]([C:20]3[CH:21]=[CH:22][C:23]([O:26][CH3:27])=[CH:24][CH:25]=3)[N:19]=2)[CH:16]=1. The yield is 0.956. (4) The reactants are [CH3:1][C@@H:2]1[NH:7][CH2:6][CH2:5][N:4]([C:8]([O:10][C:11]([CH3:14])([CH3:13])[CH3:12])=[O:9])[CH2:3]1.Br[C:16]1[CH:17]=[CH:18][C:19]([N+:22]([O-:24])=[O:23])=[N:20][CH:21]=1. No catalyst specified. The product is [CH3:1][C@@H:2]1[N:7]([C:16]2[CH:21]=[N:20][C:19]([N+:22]([O-:24])=[O:23])=[CH:18][CH:17]=2)[CH2:6][CH2:5][N:4]([C:8]([O:10][C:11]([CH3:13])([CH3:12])[CH3:14])=[O:9])[CH2:3]1. The yield is 0.500. (5) The product is [C:1]12([CH2:11][CH2:12][N:13]([CH2:14][CH2:15][CH3:16])[C:27](=[O:29])[CH2:26][CH2:25][CH2:24][CH2:23][C:20]3[CH:19]=[CH:18][N:17]=[CH:22][CH:21]=3)[CH2:8][CH:7]3[CH2:6][CH:5]([CH2:4][CH:3]([CH2:9]3)[CH2:2]1)[CH2:10]2. The reactants are [C:1]12([CH2:11][CH2:12][NH:13][CH2:14][CH2:15][CH3:16])[CH2:10][CH:5]3[CH2:6][CH:7]([CH2:9][CH:3]([CH2:4]3)[CH2:2]1)[CH2:8]2.[N:17]1[CH:22]=[CH:21][C:20]([CH2:23][CH2:24][CH2:25][CH2:26][C:27]([OH:29])=O)=[CH:19][CH:18]=1.CN1CCOCC1.Cl.C(N=C=NCCCN(C)C)C. The yield is 0.330. The catalyst is CN(C)C=O. (6) The reactants are [Br:1][C:2]1[CH:7]=[CH:6][C:5]([NH:8][C:9]2[C:10]([C:17]([OH:19])=O)=[CH:11][N:12]([CH3:16])[C:13](=[O:15])[CH:14]=2)=[C:4]([F:20])[CH:3]=1.CCN=C=NCCCN(C)C.C1C=CC2N(O)N=NC=2C=1.[CH:42]1([CH2:45][O:46][NH2:47])[CH2:44][CH2:43]1.CCN(CC)CC. The catalyst is CN(C=O)C.CCOC(C)=O. The product is [CH:42]1([CH2:45][O:46][NH:47][C:17]([C:10]2[C:9]([NH:8][C:5]3[CH:6]=[CH:7][C:2]([Br:1])=[CH:3][C:4]=3[F:20])=[CH:14][C:13](=[O:15])[N:12]([CH3:16])[CH:11]=2)=[O:19])[CH2:44][CH2:43]1. The yield is 0.890. (7) The reactants are C1(P(C2C=CC=CC=2)C2C=CC=CC=2)C=CC=CC=1.[C:20]([Cl:24])(Cl)(Cl)Cl.[CH2:25]([O:32][C:33]1[C:42]2[C:37](=[CH:38][CH:39]=[C:40]([F:43])[CH:41]=2)[CH:36]=[C:35](CO)[C:34]=1[CH3:46])[C:26]1[CH:31]=[CH:30][CH:29]=[CH:28][CH:27]=1. The catalyst is C1COCC1. The product is [CH2:25]([O:32][C:33]1[C:42]2[C:37](=[CH:38][CH:39]=[C:40]([F:43])[CH:41]=2)[CH:36]=[C:35]([CH2:20][Cl:24])[C:34]=1[CH3:46])[C:26]1[CH:27]=[CH:28][CH:29]=[CH:30][CH:31]=1. The yield is 0.810.